From a dataset of Catalyst prediction with 721,799 reactions and 888 catalyst types from USPTO. Predict which catalyst facilitates the given reaction. Reactant: [Cl:1][C:2]1[CH:7]=[C:6]([C:8]2[C:9](=[O:29])[O:10][C:11]3([CH2:18][CH2:17][CH2:16][N:15](C(OCC4C=CC=CC=4)=O)[CH2:14]3)[C:12]=2[OH:13])[C:5]([CH3:30])=[CH:4][C:3]=1[C:31]1[CH:36]=[CH:35][CH:34]=[C:33]([S:37]([CH3:40])(=[O:39])=[O:38])[CH:32]=1. Product: [ClH:1].[Cl:1][C:2]1[CH:7]=[C:6]([C:8]2[C:9](=[O:29])[O:10][C:11]3([CH2:18][CH2:17][CH2:16][NH:15][CH2:14]3)[C:12]=2[OH:13])[C:5]([CH3:30])=[CH:4][C:3]=1[C:31]1[CH:36]=[CH:35][CH:34]=[C:33]([S:37]([CH3:40])(=[O:38])=[O:39])[CH:32]=1. The catalyst class is: 55.